From a dataset of Forward reaction prediction with 1.9M reactions from USPTO patents (1976-2016). Predict the product of the given reaction. (1) Given the reactants [CH2:1]([O:3][C:4]([C:6]1[N:7]=[C:8](Br)[S:9][C:10]=1[CH:11]([CH3:13])[CH3:12])=[O:5])[CH3:2].NC(N)=[S:17], predict the reaction product. The product is: [CH2:1]([O:3][C:4]([C:6]1[N:7]=[C:8]([SH:17])[S:9][C:10]=1[CH:11]([CH3:13])[CH3:12])=[O:5])[CH3:2]. (2) Given the reactants C(C1C(OC)=CC(OCCCC(O)=O)=CC=1OC)=O.C1(P(C2C=CC=CC=2)C2C=CC=CC=2)C=CC=CC=1.C1C=CC(CNC(CN2C3C(=CC=CC=3)C(C=O)=C2)=O)=CC=1.[N:61]([CH2:64][C@H:65]1[O:69][C:68](=[O:70])[N:67]([C:71]2[CH:76]=[CH:75][C:74]([S:77][C:78]([C:91]3[CH:96]=[CH:95][CH:94]=[CH:93][CH:92]=3)([C:85]3[CH:90]=[CH:89][CH:88]=[CH:87][CH:86]=3)[C:79]3[CH:84]=[CH:83][CH:82]=[CH:81][CH:80]=3)=[C:73]([F:97])[CH:72]=2)[CH2:66]1)=[N+]=[N-].C([BH3-])#N.[Na+], predict the reaction product. The product is: [NH2:61][CH2:64][C@@H:65]1[O:69][C:68](=[O:70])[N:67]([C:71]2[CH:76]=[CH:75][C:74]([S:77][C:78]([C:79]3[CH:80]=[CH:81][CH:82]=[CH:83][CH:84]=3)([C:85]3[CH:86]=[CH:87][CH:88]=[CH:89][CH:90]=3)[C:91]3[CH:96]=[CH:95][CH:94]=[CH:93][CH:92]=3)=[C:73]([F:97])[CH:72]=2)[CH2:66]1. (3) Given the reactants [CH3:1][O:2][C:3]([CH:5]1[NH:10][CH2:9][CH2:8][C:7]2[CH:11]=[C:12]([OH:15])[CH:13]=[CH:14][C:6]1=2)=[O:4].Cl.[CH:17]([C:19]1[CH:24]=[CH:23][C:22]([C@@H:25]([NH:27][C:28](=[O:30])[CH3:29])[CH3:26])=[CH:21][CH:20]=1)=O.CC(O)=O.C(O[BH-](OC(=O)C)OC(=O)C)(=O)C.[Na+], predict the reaction product. The product is: [CH3:1][O:2][C:3]([CH:5]1[C:6]2[C:7](=[CH:11][C:12]([OH:15])=[CH:13][CH:14]=2)[CH2:8][CH2:9][N:10]1[CH2:17][C:19]1[CH:20]=[CH:21][C:22]([C@@H:25]([NH:27][C:28](=[O:30])[CH3:29])[CH3:26])=[CH:23][CH:24]=1)=[O:4].